This data is from Full USPTO retrosynthesis dataset with 1.9M reactions from patents (1976-2016). The task is: Predict the reactants needed to synthesize the given product. (1) Given the product [O:27]1[C:32]2=[CH:33][N:34]=[C:35]([CH2:37][NH:3][C@@H:4]3[CH2:9][CH2:8][N:7]([CH2:10][C@H:11]4[N:22]5[C:23]6[C:14](=[C:15]([F:25])[CH:16]=[N:17][C:18]=6[CH:19]=[CH:20][C:21]5=[O:24])[O:13][CH2:12]4)[CH2:6][C@@H:5]3[OH:26])[CH:36]=[C:31]2[CH2:30][CH2:29][CH2:28]1, predict the reactants needed to synthesize it. The reactants are: Cl.Cl.[NH2:3][C@@H:4]1[CH2:9][CH2:8][N:7]([CH2:10][C@H:11]2[N:22]3[C:23]4[C:14](=[C:15]([F:25])[CH:16]=[N:17][C:18]=4[CH:19]=[CH:20][C:21]3=[O:24])[O:13][CH2:12]2)[CH2:6][C@@H:5]1[OH:26].[O:27]1[C:32]2=[CH:33][N:34]=[C:35]([CH:37]=O)[CH:36]=[C:31]2[CH2:30][CH2:29][CH2:28]1. (2) The reactants are: C(N(CC)CC)C.[F:8][C:9]1[CH:14]=[CH:13][CH:12]=[CH:11][C:10]=1[N:15]1[C:23]2[C:18](=[C:19]([N:24]3[CH2:31][C@@H:30]4[C@@H:26]([CH2:27][NH:28][CH2:29]4)[C:25]3=[O:32])[CH:20]=[CH:21][CH:22]=2)[CH:17]=[N:16]1.[CH:33]([S:36](Cl)(=[O:38])=[O:37])([CH3:35])[CH3:34]. Given the product [F:8][C:9]1[CH:14]=[CH:13][CH:12]=[CH:11][C:10]=1[N:15]1[C:23]2[C:18](=[C:19]([N:24]3[CH2:31][C@@H:30]4[C@@H:26]([CH2:27][N:28]([S:36]([CH:33]([CH3:35])[CH3:34])(=[O:38])=[O:37])[CH2:29]4)[C:25]3=[O:32])[CH:20]=[CH:21][CH:22]=2)[CH:17]=[N:16]1, predict the reactants needed to synthesize it. (3) The reactants are: [C:1]([C:3]1[C:4]([N:18]2[CH2:21][CH:20]([C:22](O)=[O:23])[CH2:19]2)=[N:5][C:6]([C:14]([F:17])([F:16])[F:15])=[C:7]([C:9]([O:11][CH2:12][CH3:13])=[O:10])[CH:8]=1)#[N:2].[F:25][C:26]1[CH:27]=[C:28]([CH2:32][S:33]([NH2:36])(=[O:35])=[O:34])[CH:29]=[CH:30][CH:31]=1. Given the product [C:1]([C:3]1[C:4]([N:18]2[CH2:19][CH:20]([C:22]([NH:36][S:33]([CH2:32][C:28]3[CH:29]=[CH:30][CH:31]=[C:26]([F:25])[CH:27]=3)(=[O:35])=[O:34])=[O:23])[CH2:21]2)=[N:5][C:6]([C:14]([F:17])([F:15])[F:16])=[C:7]([CH:8]=1)[C:9]([O:11][CH2:12][CH3:13])=[O:10])#[N:2], predict the reactants needed to synthesize it. (4) The reactants are: [C:1]1([C:7]([OH:9])=O)([C:4]([OH:6])=[O:5])[CH2:3][CH2:2]1.C([N:12]([CH2:15][CH3:16])CC)C.O=S(Cl)Cl.C[C:22](=O)[O:23][CH2:24][CH3:25].[CH2:27]1COC[CH2:28]1. Given the product [CH3:22][O:23][C:24]1[CH:25]=[CH:16][C:15]([NH:12][C:7]([C:1]2([C:4]([OH:6])=[O:5])[CH2:2][CH2:3]2)=[O:9])=[CH:28][CH:27]=1, predict the reactants needed to synthesize it. (5) Given the product [C:1]12([NH:11][CH2:16][C:15]3[CH:14]=[C:13]([OH:12])[CH:20]=[CH:19][CH:18]=3)[CH2:8][CH:7]3[CH2:6][CH:5]([CH2:4][CH:3]([CH2:9]3)[CH2:2]1)[CH2:10]2, predict the reactants needed to synthesize it. The reactants are: [C:1]12([NH2:11])[CH2:10][CH:5]3[CH2:6][CH:7]([CH2:9][CH:3]([CH2:4]3)[CH2:2]1)[CH2:8]2.[OH:12][C:13]1[CH:14]=[C:15]([CH:18]=[CH:19][CH:20]=1)[CH:16]=O. (6) Given the product [Cl:1][C:2]1[N:3]=[CH:4][C:5]2[C:10]([C:31]3[CH:32]=[CH:33][CH:34]=[CH:35][C:30]=3[CH3:29])=[C:9]([CH:12]([O:16][CH2:17][CH3:18])[O:13][CH2:14][CH3:15])[N:8]([CH2:19][CH2:20][NH:21][C:22](=[O:28])[O:23][C:24]([CH3:27])([CH3:26])[CH3:25])[C:6]=2[N:7]=1, predict the reactants needed to synthesize it. The reactants are: [Cl:1][C:2]1[N:3]=[CH:4][C:5]2[C:10](I)=[C:9]([CH:12]([O:16][CH2:17][CH3:18])[O:13][CH2:14][CH3:15])[N:8]([CH2:19][CH2:20][NH:21][C:22](=[O:28])[O:23][C:24]([CH3:27])([CH3:26])[CH3:25])[C:6]=2[N:7]=1.[CH3:29][C:30]1[CH:35]=[CH:34][CH:33]=[CH:32][C:31]=1B(O)O.P([O-])([O-])([O-])=O.[K+].[K+].[K+].CCCCCC.C(OCC)(=O)C.